From a dataset of Reaction yield outcomes from USPTO patents with 853,638 reactions. Predict the reaction yield, written as a fraction of the theoretical maximum amount of product (1.0 means a 100% yield; for example, 0.34 means a 34% yield). (1) The reactants are [CH2:1]([O:3][C:4]([C:6]1[NH:7][C:8]2[C:13]([CH:14]=1)=[CH:12][C:11]([CH2:15][CH2:16][C:17]([OH:19])=O)=[CH:10][CH:9]=2)=[O:5])[CH3:2].C(N1C=CN=C1)(N1C=CN=C1)=O.[NH:32]1[CH2:36][CH2:35][CH2:34][CH2:33]1. The catalyst is CN(C)C=O.ClCCl. The product is [CH2:1]([O:3][C:4]([C:6]1[NH:7][C:8]2[C:13]([CH:14]=1)=[CH:12][C:11]([CH2:15][CH2:16][C:17](=[O:19])[N:32]1[CH2:36][CH2:35][CH2:34][CH2:33]1)=[CH:10][CH:9]=2)=[O:5])[CH3:2]. The yield is 0.950. (2) The reactants are O.[CH3:2][O:3][C:4]1[CH:9]=[CH:8][N+:7]([O-])=[CH:6][CH:5]=1.S([O-])([O-])(=O)=O.[Mg+2].COC1C=C[N+:22]([O-])=[CH:21]C=1.C[Si](C#N)(C)C.CN(C)C(Cl)=O. The catalyst is C(Cl)(Cl)Cl.ClCCl. The product is [C:21]([C:8]1[CH:9]=[C:4]([O:3][CH3:2])[CH:5]=[CH:6][N:7]=1)#[N:22]. The yield is 0.670.